The task is: Predict the product of the given reaction.. This data is from Forward reaction prediction with 1.9M reactions from USPTO patents (1976-2016). (1) Given the reactants [Br:1][C:2]1[CH:7]=[C:6](Br)[C:5]([N+:9]([O-:11])=[O:10])=[CH:4][N:3]=1.[B-](F)(F)(F)[CH:13]=[CH2:14].[K+].C(=O)([O-])[O-].[Na+].[Na+], predict the reaction product. The product is: [Br:1][C:2]1[CH:7]=[C:6]([CH:13]=[CH2:14])[C:5]([N+:9]([O-:11])=[O:10])=[CH:4][N:3]=1. (2) Given the reactants [C:1]([O:5][C:6]([NH:8][CH2:9][CH2:10][CH2:11][C:12]([OH:14])=O)=[O:7])([CH3:4])([CH3:3])[CH3:2].C1CN([P+](ON2N=NC3C=CC=CC2=3)(N2CCCC2)N2CCCC2)CC1.F[P-](F)(F)(F)(F)F.CCN(C(C)C)C(C)C.[N:57]1([C:63]2[N:68]=[CH:67][CH:66]=[CH:65][N:64]=2)[CH2:62][CH2:61][NH:60][CH2:59][CH2:58]1, predict the reaction product. The product is: [O:14]=[C:12]([N:60]1[CH2:61][CH2:62][N:57]([C:63]2[N:64]=[CH:65][CH:66]=[CH:67][N:68]=2)[CH2:58][CH2:59]1)[CH2:11][CH2:10][CH2:9][NH:8][C:6](=[O:7])[O:5][C:1]([CH3:2])([CH3:3])[CH3:4]. (3) The product is: [F:23][C:20]1[CH:19]=[CH:18][C:17]([C:16]2[S:15][C:14]([CH3:24])=[N:13][C:12]=2[C:10]([N:4]2[CH2:5][CH2:6][CH2:7][C@H:8]([CH3:9])[C@@H:3]2[CH2:2][NH:1][C:29]2[N:28]=[C:27]([O:26][CH3:25])[CH:32]=[CH:31][N:30]=2)=[O:11])=[CH:22][CH:21]=1. Given the reactants [NH2:1][CH2:2][C@H:3]1[C@@H:8]([CH3:9])[CH2:7][CH2:6][CH2:5][N:4]1[C:10]([C:12]1[N:13]=[C:14]([CH3:24])[S:15][C:16]=1[C:17]1[CH:22]=[CH:21][C:20]([F:23])=[CH:19][CH:18]=1)=[O:11].[CH3:25][O:26][C:27]1[CH:32]=[CH:31][N:30]=[C:29](Cl)[N:28]=1.CCN(C(C)C)C(C)C, predict the reaction product. (4) Given the reactants [F:1][C:2]1[CH:3]=[C:4]2[C:8](=[CH:9][CH:10]=1)[N:7]([CH2:11][C:12]([O:14]C(C)(C)C)=[O:13])[C:6]([CH3:19])=[C:5]2[C:20]1[C:29]2[C:24](=[CH:25][CH:26]=[CH:27][CH:28]=2)[C:23](=[O:30])[N:22]([CH2:31][CH2:32][C:33](O)([CH3:35])[CH3:34])[N:21]=1.O, predict the reaction product. The product is: [F:1][C:2]1[CH:3]=[C:4]2[C:8](=[CH:9][CH:10]=1)[N:7]([CH2:11][C:12]([OH:14])=[O:13])[C:6]([CH3:19])=[C:5]2[C:20]1[C:29]2[C:24](=[CH:25][CH:26]=[CH:27][CH:28]=2)[C:23](=[O:30])[N:22]([CH2:31][CH:32]=[C:33]([CH3:35])[CH3:34])[N:21]=1. (5) Given the reactants [CH3:1][O:2][C:3]([C:5]1[S:6][C:7]([S:21][CH3:22])=[C:8]([S:10]([C:13]2[CH:14]=[N:15][C:16](Cl)=[C:17]([Br:19])[CH:18]=2)(=[O:12])=[O:11])[CH:9]=1)=[O:4].[N:23]1([CH2:28][CH2:29][CH2:30][NH2:31])[CH:27]=[CH:26][N:25]=[CH:24]1.C(N(C(C)C)CC)(C)C.C1COCC1, predict the reaction product. The product is: [CH3:1][O:2][C:3]([C:5]1[S:6][C:7]([S:21][CH3:22])=[C:8]([S:10]([C:13]2[CH:14]=[N:15][C:16]([NH:31][CH2:30][CH2:29][CH2:28][N:23]3[CH:27]=[CH:26][N:25]=[CH:24]3)=[C:17]([Br:19])[CH:18]=2)(=[O:12])=[O:11])[CH:9]=1)=[O:4].